Predict the product of the given reaction. From a dataset of Forward reaction prediction with 1.9M reactions from USPTO patents (1976-2016). Given the reactants [F:1][C:2]1[C:7]([F:8])=[CH:6][CH:5]=[CH:4][C:3]=1[C@@:9]1([OH:31])[CH2:19][CH2:18][C@H:17]([O:20][Si](C(C)C)(C(C)C)C(C)C)[C:12]2=[N:13][CH:14]=[CH:15][CH:16]=[C:11]2[CH2:10]1.CCCC[N+](CCCC)(CCCC)CCCC.[F-], predict the reaction product. The product is: [F:1][C:2]1[C:7]([F:8])=[CH:6][CH:5]=[CH:4][C:3]=1[C@:9]1([OH:31])[CH2:19][CH2:18][C@H:17]([OH:20])[C:12]2=[N:13][CH:14]=[CH:15][CH:16]=[C:11]2[CH2:10]1.